This data is from Reaction yield outcomes from USPTO patents with 853,638 reactions. The task is: Predict the reaction yield, written as a fraction of the theoretical maximum amount of product (1.0 means a 100% yield; for example, 0.34 means a 34% yield). (1) The catalyst is C(Cl)Cl.CN(C1C=CN=CC=1)C. The yield is 0.628. The product is [Cl:25][C:26]1[CH:27]=[N+:28]([O-:51])[CH:29]=[C:30]([Cl:50])[C:31]=1[CH2:32][C@@H:33]([C:35]1[CH:40]=[CH:39][C:38]([O:41][CH:42]([F:44])[F:43])=[C:37]([O:45][CH2:46][CH:47]2[CH2:49][CH2:48]2)[CH:36]=1)[O:23][C:22](=[O:24])[CH2:21][O:20][C:1]([C:8]1[CH:13]=[CH:12][CH:11]=[CH:10][CH:9]=1)([C:14]1[CH:15]=[CH:16][CH:17]=[CH:18][CH:19]=1)[C:2]1[CH:3]=[CH:4][CH:5]=[CH:6][CH:7]=1. The reactants are [C:1]([O:20][CH2:21][C:22]([OH:24])=[O:23])([C:14]1[CH:19]=[CH:18][CH:17]=[CH:16][CH:15]=1)([C:8]1[CH:13]=[CH:12][CH:11]=[CH:10][CH:9]=1)[C:2]1[CH:7]=[CH:6][CH:5]=[CH:4][CH:3]=1.[Cl:25][C:26]1[CH:27]=[N+:28]([O-:51])[CH:29]=[C:30]([Cl:50])[C:31]=1[CH2:32][C@@H:33]([C:35]1[CH:40]=[CH:39][C:38]([O:41][CH:42]([F:44])[F:43])=[C:37]([O:45][CH2:46][CH:47]2[CH2:49][CH2:48]2)[CH:36]=1)O.C(Cl)CCl.C([O-])([O-])=O.[K+].[K+]. (2) The reactants are [Cl:1][C:2]1[CH:3]=[C:4]([S:9]([N:12]2[CH2:42][CH2:41][CH2:40][C@H:13]2[C:14]([NH:16][C@@H:17]([CH2:22][CH2:23][C:24](=[O:39])[N:25]2[CH2:30][CH2:29][CH:28]([CH2:31][NH:32][C:33]3[CH:38]=[CH:37][N:36]=[CH:35][CH:34]=3)[CH2:27][CH2:26]2)[C:18]([O:20]C)=[O:19])=[O:15])(=[O:11])=[O:10])[CH:5]=[C:6]([Cl:8])[CH:7]=1.O[Li].O. The catalyst is C1COCC1.O. The product is [Cl:8][C:6]1[CH:5]=[C:4]([S:9]([N:12]2[CH2:42][CH2:41][CH2:40][C@H:13]2[C:14]([NH:16][C@@H:17]([CH2:22][CH2:23][C:24](=[O:39])[N:25]2[CH2:26][CH2:27][CH:28]([CH2:31][NH:32][C:33]3[CH:38]=[CH:37][N:36]=[CH:35][CH:34]=3)[CH2:29][CH2:30]2)[C:18]([OH:20])=[O:19])=[O:15])(=[O:11])=[O:10])[CH:3]=[C:2]([Cl:1])[CH:7]=1. The yield is 0.440. (3) The reactants are [NH2:1][C:2]1[CH:7]=[CH:6][CH:5]=[CH:4][CH:3]=1.[CH3:8][O:9][C:10]1[CH:11]=[C:12]([CH:16]=[CH:17][CH:18]=1)[C:13](Cl)=[O:14]. The catalyst is C(N(CC)CC)C.C(Cl)Cl.C(=O)(O)[O-].[Na+]. The product is [CH3:8][O:9][C:10]1[CH:11]=[C:12]([CH:16]=[CH:17][CH:18]=1)[C:13]([NH:1][C:2]1[CH:7]=[CH:6][CH:5]=[CH:4][CH:3]=1)=[O:14]. The yield is 0.950. (4) The reactants are [C:1]([C:5]1[CH:10]=[CH:9][C:8]([S:11](Cl)(=[O:13])=[O:12])=[CH:7][CH:6]=1)([CH3:4])([CH3:3])[CH3:2].[CH:15]1([C:18]2[CH:22]=[C:21]([NH2:23])[N:20]([C:24]3[CH:33]=[CH:32][CH:31]=[C:30]4[C:25]=3[CH:26]=[CH:27][CH:28]=[N:29]4)[N:19]=2)[CH2:17][CH2:16]1.ClCCl.[OH-].[Na+]. The catalyst is N1C=CC=CC=1. The product is [C:1]([C:5]1[CH:10]=[CH:9][C:8]([S:11]([NH:23][C:21]2[N:20]([C:24]3[CH:33]=[CH:32][CH:31]=[C:30]4[C:25]=3[CH:26]=[CH:27][CH:28]=[N:29]4)[N:19]=[C:18]([CH:15]3[CH2:17][CH2:16]3)[CH:22]=2)(=[O:13])=[O:12])=[CH:7][CH:6]=1)([CH3:4])([CH3:3])[CH3:2]. The yield is 0.350. (5) The reactants are Br[CH2:2][C:3]1[O:4][C:5]2[CH:11]=[C:10]([C:12]([O:14][CH2:15][CH3:16])=[O:13])[CH:9]=[C:8]([O:17][C:18]3[CH:23]=[CH:22][C:21]([CH:24]([F:26])[F:25])=[CH:20][CH:19]=3)[C:6]=2[CH:7]=1.CS(C)=[O:29]. No catalyst specified. The product is [F:25][CH:24]([F:26])[C:21]1[CH:22]=[CH:23][C:18]([O:17][C:8]2[C:6]3[CH:7]=[C:3]([CH:2]=[O:29])[O:4][C:5]=3[CH:11]=[C:10]([C:12]([O:14][CH2:15][CH3:16])=[O:13])[CH:9]=2)=[CH:19][CH:20]=1. The yield is 0.810. (6) The reactants are [CH3:1][C:2]1[N:11]([C:12]2[CH:17]=[CH:16][C:15]([O:18][CH:19]3[CH2:24][CH2:23][NH:22][CH2:21][CH2:20]3)=[CH:14][CH:13]=2)[C:10](=[O:25])[C:9]2[C:4](=[CH:5][CH:6]=[CH:7][CH:8]=2)[N:3]=1.[C:26]1(=O)[CH2:29][CH2:28][CH2:27]1. The catalyst is CO.[Cl-].[Zn+2].[Cl-].C([BH3-])#N.[Na+]. The product is [CH:26]1([N:22]2[CH2:23][CH2:24][CH:19]([O:18][C:15]3[CH:14]=[CH:13][C:12]([N:11]4[C:10](=[O:25])[C:9]5[C:4](=[CH:5][CH:6]=[CH:7][CH:8]=5)[N:3]=[C:2]4[CH3:1])=[CH:17][CH:16]=3)[CH2:20][CH2:21]2)[CH2:29][CH2:28][CH2:27]1. The yield is 0.390. (7) The reactants are [NH2:1][C:2]1[C:7]([C:8]#[N:9])=[C:6]([O:10][CH2:11][CH3:12])[N:5]=[C:4]([C:13]([NH:15][CH2:16][C:17]2[CH:29]=[CH:28][C:20]([O:21][CH2:22][C:23]([O:25]CC)=[O:24])=[CH:19][CH:18]=2)=[O:14])[CH:3]=1.CO.[OH-].[Na+].Cl. The catalyst is O1CCCC1. The product is [NH2:1][C:2]1[C:7]([C:8]#[N:9])=[C:6]([O:10][CH2:11][CH3:12])[N:5]=[C:4]([C:13]([NH:15][CH2:16][C:17]2[CH:18]=[CH:19][C:20]([O:21][CH2:22][C:23]([OH:25])=[O:24])=[CH:28][CH:29]=2)=[O:14])[CH:3]=1. The yield is 1.00.